Dataset: Forward reaction prediction with 1.9M reactions from USPTO patents (1976-2016). Task: Predict the product of the given reaction. Given the reactants [F:1][C:2]1[C:7](F)=[CH:6][CH:5]=[C:4]([N+:9]([O-:11])=[O:10])[C:3]=1[CH2:12][C:13](=[O:15])[CH3:14].[CH3:16][O-:17].[Na+], predict the reaction product. The product is: [F:1][C:2]1[C:7]([O:17][CH3:16])=[CH:6][CH:5]=[C:4]([N+:9]([O-:11])=[O:10])[C:3]=1[CH2:12][C:13](=[O:15])[CH3:14].